This data is from HIV replication inhibition screening data with 41,000+ compounds from the AIDS Antiviral Screen. The task is: Binary Classification. Given a drug SMILES string, predict its activity (active/inactive) in a high-throughput screening assay against a specified biological target. (1) The drug is OC1C(Br)CC2(OC(COCc3ccccc3)C(COCc3ccccc3)O2)C1O. The result is 0 (inactive). (2) The compound is O=c1c2sc3ccccc3sc=2c(=O)c2c(Cl)c(Cl)c(Cl)c(Cl)c12. The result is 0 (inactive). (3) The drug is CCOC(=O)N1CC2(C(=O)OC)C=CC1C(C(=O)OC)C2. The result is 0 (inactive). (4) The drug is C=C1CC(COc2cc(=O)oc3ccccc23)(c2ccccc2)OC1=O. The result is 0 (inactive). (5) The drug is O=C(ON=C1CCCCC1=Cc1ccccc1)c1ccc(Cl)cc1. The result is 0 (inactive). (6) The molecule is CCCOC1OC(CS(=O)(=O)O)C(OC(C)=O)C(OC(C)=O)C1OC(C)=O.[NaH]. The result is 0 (inactive). (7) The drug is CCC(Cl)=NOC(=O)Nc1ccc(F)c([N+](=O)[O-])c1. The result is 0 (inactive). (8) The molecule is CC(C)COC(=O)c1ccc(N)cc1. The result is 0 (inactive). (9) The compound is CCOC(=O)C1=C(NC)OCC1=O. The result is 0 (inactive).